From a dataset of Peptide-MHC class II binding affinity with 134,281 pairs from IEDB. Regression. Given a peptide amino acid sequence and an MHC pseudo amino acid sequence, predict their binding affinity value. This is MHC class II binding data. The peptide sequence is AFKVAATAANAAPKN. The MHC is DRB1_0901 with pseudo-sequence DRB1_0901. The binding affinity (normalized) is 0.720.